From a dataset of Forward reaction prediction with 1.9M reactions from USPTO patents (1976-2016). Predict the product of the given reaction. (1) Given the reactants [CH3:1][S:2][C:3]1[CH:8]=[C:7]([CH2:9][CH2:10][C:11]([O:13]C(C)(C)C)=[O:12])[CH:6]=[C:5]([C:18]2[S:19][C:20]3[CH:28]=[CH:27][CH:26]=[CH:25][C:21]=3[C:22](=[O:24])[N:23]=2)[N:4]=1.C(OC(C)C)(C)C, predict the reaction product. The product is: [CH3:1][S:2][C:3]1[CH:8]=[C:7]([CH2:9][CH2:10][C:11]([OH:13])=[O:12])[CH:6]=[C:5]([C:18]2[S:19][C:20]3[CH:28]=[CH:27][CH:26]=[CH:25][C:21]=3[C:22](=[O:24])[N:23]=2)[N:4]=1. (2) Given the reactants [Cl:1][C:2]1[C:7]([Cl:8])=[C:6]([Cl:9])[N:5]=[C:4]([C:10](=[S:12])[NH2:11])[CH:3]=1.Cl[CH2:14][C:15]([C:17]([F:20])([F:19])[F:18])=O, predict the reaction product. The product is: [Cl:9][C:6]1[C:7]([Cl:8])=[C:2]([Cl:1])[CH:3]=[C:4]([C:10]2[S:12][C:15]([C:17]([F:20])([F:19])[F:18])=[CH:14][N:11]=2)[N:5]=1.